Task: Predict the product of the given reaction.. Dataset: Forward reaction prediction with 1.9M reactions from USPTO patents (1976-2016) (1) Given the reactants [O:1]1[C:6]2[CH:7]=[CH:8][CH:9]=[C:10]([NH2:11])[C:5]=2[NH:4][CH2:3][CH2:2]1.[CH2:12]([NH:14]C1C(N)=CC(F)=CC=1)C, predict the reaction product. The product is: [N:11]1[C:10]2=[C:5]3[C:6](=[CH:7][CH:8]=[CH:9]2)[O:1][CH2:2][CH2:3][N:4]3[C:12]=1[NH2:14]. (2) The product is: [CH:19]1([CH2:24][C@H:25]([C:29]2[CH:34]=[CH:33][CH:32]=[C:31]([C:35]([F:36])([F:37])[F:38])[CH:30]=2)[C:26]([NH:10][C:7]2[CH:8]=[CH:9][N:5]([CH2:4][CH2:3][O:2][CH3:1])[N:6]=2)=[O:27])[CH2:23][CH2:22][CH2:21][CH2:20]1. Given the reactants [CH3:1][O:2][CH2:3][CH2:4][N:5]1[CH:9]=[CH:8][C:7]([NH2:10])=[N:6]1.N1C(C)=CC=CC=1C.[CH:19]1([CH2:24][C@H:25]([C:29]2[CH:34]=[CH:33][CH:32]=[C:31]([C:35]([F:38])([F:37])[F:36])[CH:30]=2)[C:26](Cl)=[O:27])[CH2:23][CH2:22][CH2:21][CH2:20]1, predict the reaction product. (3) Given the reactants [CH3:1][O:2][C:3]1[C:4](=[O:25])[C:5]([CH3:24])=[C:6]([CH2:12][C:13]2[CH:18]=[CH:17][C:16]([CH:19]=[CH:20][C:21](O)=[O:22])=[CH:15][CH:14]=2)[C:7](=[O:11])[C:8]=1[O:9][CH3:10].[NH:26]1[CH2:31][CH2:30][O:29][CH2:28][CH2:27]1, predict the reaction product. The product is: [CH3:1][O:2][C:3]1[C:4](=[O:25])[C:5]([CH3:24])=[C:6]([CH2:12][C:13]2[CH:14]=[CH:15][C:16]([CH:19]=[CH:20][C:21]([N:26]3[CH2:31][CH2:30][O:29][CH2:28][CH2:27]3)=[O:22])=[CH:17][CH:18]=2)[C:7](=[O:11])[C:8]=1[O:9][CH3:10]. (4) Given the reactants [N+:1]([C:4]1[CH:9]=[CH:8][C:7]([C:10]2[O:14][C:13]([C:15]([Cl:17])=[O:16])=[CH:12][CH:11]=2)=[CH:6][CH:5]=1)([O-:3])=[O:2].[N:18]12[CH2:26][CH2:25][CH:22]([CH2:23][CH2:24]1)[NH:21][CH2:20][CH2:19]2, predict the reaction product. The product is: [ClH:17].[N:18]12[CH2:26][CH2:25][CH:22]([CH2:23][CH2:24]1)[N:21]([C:15]([C:13]1[O:14][C:10]([C:7]3[CH:8]=[CH:9][C:4]([N+:1]([O-:3])=[O:2])=[CH:5][CH:6]=3)=[CH:11][CH:12]=1)=[O:16])[CH2:20][CH2:19]2. (5) Given the reactants [Cl:1][C:2]1[CH:3]=[C:4]([C:8]2[C:9]3[N:10]([C:26]([CH2:29][CH3:30])=[CH:27][CH:28]=3)[N:11]=[C:12]([C:20]3[CH:25]=[CH:24][CH:23]=[CH:22][CH:21]=3)[C:13]=2[CH2:14][CH2:15][CH2:16][CH2:17][CH2:18]O)[CH:5]=[CH:6][CH:7]=1.[CH2:31]([N:33](CC)[CH2:34]C)C.CS(Cl)(=O)=O, predict the reaction product. The product is: [Cl:1][C:2]1[CH:3]=[C:4]([C:8]2[C:9]3[N:10]([C:26]([CH2:29][CH3:30])=[CH:27][CH:28]=3)[N:11]=[C:12]([C:20]3[CH:25]=[CH:24][CH:23]=[CH:22][CH:21]=3)[C:13]=2[CH2:14][CH2:15][CH2:16][CH2:17][CH2:18][N:33]([CH3:34])[CH3:31])[CH:5]=[CH:6][CH:7]=1.